Dataset: Peptide-MHC class I binding affinity with 185,985 pairs from IEDB/IMGT. Task: Regression. Given a peptide amino acid sequence and an MHC pseudo amino acid sequence, predict their binding affinity value. This is MHC class I binding data. (1) The peptide sequence is CAASGFTFSSY. The MHC is HLA-A24:02 with pseudo-sequence HLA-A24:02. The binding affinity (normalized) is 0.260. (2) The peptide sequence is YALEPRKEI. The MHC is HLA-A02:02 with pseudo-sequence HLA-A02:02. The binding affinity (normalized) is 0.241. (3) The peptide sequence is GRFQEALKK. The MHC is HLA-B39:01 with pseudo-sequence HLA-B39:01. The binding affinity (normalized) is 0.0847. (4) The peptide sequence is LLGLILFVL. The MHC is HLA-A02:01 with pseudo-sequence HLA-A02:01. The binding affinity (normalized) is 0.391. (5) The peptide sequence is ESAQPGLLSY. The MHC is HLA-A30:02 with pseudo-sequence HLA-A30:02. The binding affinity (normalized) is 0.313. (6) The binding affinity (normalized) is 0.357. The peptide sequence is LLIAITAFT. The MHC is HLA-A68:02 with pseudo-sequence HLA-A68:02. (7) The MHC is HLA-A68:01 with pseudo-sequence HLA-A68:01. The binding affinity (normalized) is 0.535. The peptide sequence is LLIWAYLSK. (8) The peptide sequence is WPEYNFWRM. The MHC is HLA-B07:02 with pseudo-sequence HLA-B07:02. The binding affinity (normalized) is 0.305. (9) The peptide sequence is SPLPITLKY. The MHC is HLA-B39:01 with pseudo-sequence HLA-B39:01. The binding affinity (normalized) is 0.0847.